From a dataset of Full USPTO retrosynthesis dataset with 1.9M reactions from patents (1976-2016). Predict the reactants needed to synthesize the given product. Given the product [CH3:1][N:2]([CH3:3])[CH2:4][C:5]([NH:34][CH:35]1[CH2:41][C:40]([CH3:43])([CH3:42])[C:39]2[CH:44]=[CH:45][C:46]([N+:48]([O-:50])=[O:49])=[CH:47][C:38]=2[NH:37][C:36]1=[O:51])=[O:7], predict the reactants needed to synthesize it. The reactants are: [CH3:1][N:2]([CH2:4][C:5]([OH:7])=O)[CH3:3].CCN=C=NCCCN(C)C.C1C=CC2N(O)N=NC=2C=1.CN(C=O)C.[NH2:34][CH:35]1[CH2:41][C:40]([CH3:43])([CH3:42])[C:39]2[CH:44]=[CH:45][C:46]([N+:48]([O-:50])=[O:49])=[CH:47][C:38]=2[NH:37][C:36]1=[O:51].